From a dataset of Reaction yield outcomes from USPTO patents with 853,638 reactions. Predict the reaction yield, written as a fraction of the theoretical maximum amount of product (1.0 means a 100% yield; for example, 0.34 means a 34% yield). (1) The reactants are P(Cl)(Cl)([Cl:3])=O.CN(C)[CH:8]=[O:9].[N:11]1[CH:16]=[CH:15][CH:14]=[C:13]([N:17]2[C:25]3[C:20](=[CH:21][CH:22]=[CH:23][CH:24]=3)[CH2:19][C:18]2=O)[CH:12]=1.[OH-].[NH4+]. The catalyst is ClCCl.O.N1C=CC=CC=1. The product is [Cl:3][CH:18]1[CH:19]([CH:8]=[O:9])[C:20]2[C:25](=[CH:24][CH:23]=[CH:22][CH:21]=2)[N:17]1[C:13]1[CH:12]=[N:11][CH:16]=[CH:15][CH:14]=1. The yield is 0.140. (2) The reactants are Br[C:2]1[CH:3]=[C:4]([CH:6]=[C:7]([C:9]([F:12])([F:11])[F:10])[CH:8]=1)[NH2:5].[CH3:13][C:14]1[N:15]=[CH:16][NH:17][CH:18]=1.C([O-])([O-])=O.[K+].[K+].OC1C=CC=C2C=1N=CC=C2.N. The catalyst is CS(C)=O.[Cu]I.CCOC(C)=O.O. The product is [CH3:13][C:14]1[N:15]=[CH:16][N:17]([C:2]2[CH:3]=[C:4]([CH:6]=[C:7]([C:9]([F:12])([F:11])[F:10])[CH:8]=2)[NH2:5])[CH:18]=1. The yield is 0.591. (3) The reactants are C([N-]C(C)C)(C)C.[Li+].[Si:9]([O:16][CH2:17][CH:18]1[CH2:22][N:21]([CH2:23][C:24]2[CH:29]=[CH:28][C:27]([O:30][CH3:31])=[CH:26][C:25]=2[O:32][CH3:33])[C:20](=[O:34])[CH2:19]1)([C:12]([CH3:15])([CH3:14])[CH3:13])([CH3:11])[CH3:10].CN(C)P(N(C)C)(N(C)C)=O.I[CH2:47][C:48]#[C:49][CH2:50][CH2:51][CH2:52][C:53]([O:55][CH3:56])=[O:54]. The catalyst is C1COCC1. The product is [CH3:56][O:55][C:53](=[O:54])[CH2:52][CH2:51][CH2:50][C:49]#[C:48][CH2:47][C@@H:19]1[C@@H:18]([CH2:17][O:16][Si:9]([C:12]([CH3:15])([CH3:14])[CH3:13])([CH3:11])[CH3:10])[CH2:22][N:21]([CH2:23][C:24]2[CH:29]=[CH:28][C:27]([O:30][CH3:31])=[CH:26][C:25]=2[O:32][CH3:33])[C:20]1=[O:34]. The yield is 0.160. (4) The reactants are Cl[C:2]1[N:7]=[CH:6][N:5]=[C:4]([O:8][C:9]2[CH:14]=[CH:13][C:12]([NH:15][C:16]([NH:18][C:19]3[CH:24]=[CH:23][CH:22]=[CH:21][CH:20]=3)=[O:17])=[CH:11][CH:10]=2)[CH:3]=1.[F:25][C:26]1[CH:32]=[CH:31][CH:30]=[CH:29][C:27]=1[NH2:28].C(OCC)(=O)C.O. The catalyst is CN1CCCC1=O.CCCCCC. The product is [F:25][C:26]1[CH:32]=[CH:31][CH:30]=[CH:29][C:27]=1[NH:28][C:2]1[N:7]=[CH:6][N:5]=[C:4]([O:8][C:9]2[CH:14]=[CH:13][C:12]([NH:15][C:16]([NH:18][C:19]3[CH:24]=[CH:23][CH:22]=[CH:21][CH:20]=3)=[O:17])=[CH:11][CH:10]=2)[CH:3]=1. The yield is 0.310. (5) The reactants are [F:1][C:2]1[CH:7]=[CH:6][C:5]([C:8]2[O:9][C:10]3[CH:20]=[CH:19][C:18]([C:21]4[CH:22]=[CH:23][C:24]([O:30][CH3:31])=[C:25]([CH:29]=4)[C:26](O)=[O:27])=[CH:17][C:11]=3[C:12]=2[C:13](=[O:16])[NH:14][CH3:15])=[CH:4][CH:3]=1.C(N(C(C)C)C(C)C)C.[CH3:41][CH:42]([CH3:45])[CH2:43][NH2:44].CN(C(ON1N=NC2C=CC=NC1=2)=[N+](C)C)C.F[P-](F)(F)(F)(F)F. The catalyst is C(OCC)(=O)C.C(#N)C.CN(C=O)C. The product is [F:1][C:2]1[CH:3]=[CH:4][C:5]([C:8]2[O:9][C:10]3[CH:20]=[CH:19][C:18]([C:21]4[CH:22]=[CH:23][C:24]([O:30][CH3:31])=[C:25]([C:26](=[O:27])[NH:44][CH2:43][CH:42]([CH3:45])[CH3:41])[CH:29]=4)=[CH:17][C:11]=3[C:12]=2[C:13]([NH:14][CH3:15])=[O:16])=[CH:6][CH:7]=1. The yield is 0.380.